This data is from Forward reaction prediction with 1.9M reactions from USPTO patents (1976-2016). The task is: Predict the product of the given reaction. (1) Given the reactants C1(P(C2C=CC=CC=2)C2C=CC=CC=2)C=CC=CC=1.[CH2:20]([CH:22]1[O:24][CH2:23]1)Cl.[OH-].[Na+].C(OC(C)COC)(=O)C.C[C:37]1[CH:43]=[C:42](O)[CH:41]=[CH:40][C:38]=1[OH:39].C(O)(=O)C=C.[C:50]1(=O)O[C:53](=O)[CH:52]2[CH2:56]CC=[CH:59][CH:51]12, predict the reaction product. The product is: [OH:39][C:38]1[CH:37]=[CH:43][C:42]([C:52]([C:51]2[CH:59]=[CH:23][C:22]([OH:24])=[CH:20][CH:50]=2)([CH3:56])[CH3:53])=[CH:41][CH:40]=1. (2) Given the reactants CO[C:3]1[CH:8]=[CH:7][C:6]([CH:9]=[CH:10][C:11]#[N:12])=[CH:5][CH:4]=1.[CH3:13][C:14]1[NH:18][N:17]=[C:16]([NH2:19])[CH:15]=1.[O:20]1[CH:24]=[CH:23][CH:22]=[C:21]1[CH2:25][NH2:26], predict the reaction product. The product is: [O:20]1[CH:24]=[CH:23][CH:22]=[C:21]1[CH2:25][NH:26][C:11]1[CH:10]=[C:9]([NH:19][C:16]2[CH:15]=[C:14]([CH3:13])[NH:18][N:17]=2)[N:12]=[C:11]([CH:10]=[CH:9][C:6]2[CH:5]=[CH:4][CH:3]=[CH:8][CH:7]=2)[N:12]=1. (3) Given the reactants Br[C:2]1[N:7]=[C:6]([CH3:8])[C:5]([NH:9][C:10]2[N:15]=[CH:14][N:13]=[C:12]([O:16][CH:17]3[CH2:22][CH2:21][N:20]([C:23]([O:25][CH:26]([CH3:28])[CH3:27])=[O:24])[CH2:19][CH2:18]3)[C:11]=2[O:29][CH3:30])=[C:4]([CH3:31])[CH:3]=1.[OH2:32].C[S:34]([CH3:36])=[O:35], predict the reaction product. The product is: [CH3:8][C:6]1[C:5]([NH:9][C:10]2[N:15]=[CH:14][N:13]=[C:12]([O:16][CH:17]3[CH2:22][CH2:21][N:20]([C:23]([O:25][CH:26]([CH3:28])[CH3:27])=[O:24])[CH2:19][CH2:18]3)[C:11]=2[O:29][CH3:30])=[C:4]([CH3:31])[CH:3]=[C:2]([S:34]([CH3:36])(=[O:32])=[O:35])[N:7]=1. (4) Given the reactants Br[C:2]1[CH:7]=[CH:6][C:5]([Cl:8])=[CH:4][CH:3]=1.C([Li])CCC.CCCCCC.[F:20][C:21]([F:31])([F:30])[C:22]1[CH:29]=[CH:28][C:25]([CH:26]=[O:27])=[CH:24][CH:23]=1.[Cl-].[NH4+], predict the reaction product. The product is: [Cl:8][C:5]1[CH:6]=[CH:7][C:2]([CH:26]([C:25]2[CH:24]=[CH:23][C:22]([C:21]([F:20])([F:30])[F:31])=[CH:29][CH:28]=2)[OH:27])=[CH:3][CH:4]=1. (5) Given the reactants [NH2:1][C:2]1[C:3]([C:7]2[NH:23][C:10]3=[CH:11][C:12]4[C:13]([CH3:22])([CH3:21])[C:14](=[O:20])[N:15]([CH2:18][CH3:19])[C:16]=4[CH:17]=[C:9]3[N:8]=2)=[N:4][NH:5][CH:6]=1.[S:24]1[CH:28]=[CH:27][CH:26]=[C:25]1[C:29](Cl)=[O:30], predict the reaction product. The product is: [CH2:18]([N:15]1[C:16]2[CH:17]=[C:9]3[N:8]=[C:7]([C:3]4[C:2]([NH:1][C:29]([C:25]5[S:24][CH:28]=[CH:27][CH:26]=5)=[O:30])=[CH:6][NH:5][N:4]=4)[NH:23][C:10]3=[CH:11][C:12]=2[C:13]([CH3:22])([CH3:21])[C:14]1=[O:20])[CH3:19].